This data is from Full USPTO retrosynthesis dataset with 1.9M reactions from patents (1976-2016). The task is: Predict the reactants needed to synthesize the given product. (1) Given the product [CH3:20][O:21][C:22](=[O:42])[C:23]1[CH:24]=[CH:25][C:26]([CH2:29][N:30]([CH2:2][C:3]2[C:8]([CH2:9][CH2:10][CH2:11][CH3:12])=[C:7]([C:13]3[CH:18]=[CH:17][CH:16]=[CH:15][CH:14]=3)[N:6]=[C:5]([Cl:19])[N:4]=2)[CH2:31][C:32]2[CH:41]=[CH:40][C:35]3[O:36][CH2:37][CH2:38][O:39][C:34]=3[CH:33]=2)=[CH:27][CH:28]=1, predict the reactants needed to synthesize it. The reactants are: Br[CH2:2][C:3]1[C:8]([CH2:9][CH2:10][CH2:11][CH3:12])=[C:7]([C:13]2[CH:18]=[CH:17][CH:16]=[CH:15][CH:14]=2)[N:6]=[C:5]([Cl:19])[N:4]=1.[CH3:20][O:21][C:22](=[O:42])[C:23]1[CH:28]=[CH:27][C:26]([CH2:29][NH:30][CH2:31][C:32]2[CH:41]=[CH:40][C:35]3[O:36][CH2:37][CH2:38][O:39][C:34]=3[CH:33]=2)=[CH:25][CH:24]=1.C([O-])([O-])=O.[K+].[K+]. (2) The reactants are: C(OC(=O)[NH:7][C:8]1[CH:13]=[CH:12][CH:11]=[CH:10][C:9]=1[NH:14][C:15]([C:17]1[S:21][C:20]2[CH:22]=[CH:23][C:24]([O:26][CH2:27][CH2:28][CH2:29][N:30]([CH3:32])[CH3:31])=[CH:25][C:19]=2[CH:18]=1)=[O:16])(C)(C)C.NC1C=CC=CC=1NC(C1SC2C=CC(OCCN(C)C)=CC=2C=1)=O. Given the product [NH2:7][C:8]1[CH:13]=[CH:12][CH:11]=[CH:10][C:9]=1[NH:14][C:15]([C:17]1[S:21][C:20]2[CH:22]=[CH:23][C:24]([O:26][CH2:27][CH2:28][CH2:29][N:30]([CH3:31])[CH3:32])=[CH:25][C:19]=2[CH:18]=1)=[O:16], predict the reactants needed to synthesize it. (3) Given the product [CH2:29]([O:28][C:26]([N:14]1[CH2:15][CH2:16][N:11]([C:9]([O:8][CH2:1][C:2]2[CH:3]=[CH:4][CH:5]=[CH:6][CH:7]=2)=[O:10])[C@@H:12]([CH3:17])[CH2:13]1)=[O:27])[CH3:30], predict the reactants needed to synthesize it. The reactants are: [CH2:1]([O:8][C:9]([N:11]1[CH2:16][CH2:15][NH:14][CH2:13][C@@H:12]1[CH3:17])=[O:10])[C:2]1[CH:7]=[CH:6][CH:5]=[CH:4][CH:3]=1.C(N(CC)CC)C.Cl[C:26]([O:28][CH2:29][CH3:30])=[O:27]. (4) Given the product [F:28][C:29]([F:43])([F:44])[C:30]1[CH:31]=[C:32]([CH:36]=[C:37]([C:39]([F:42])([F:40])[F:41])[CH:38]=1)[C:33]([O:20][C@@H:10]1[C@@H:11]([C:13]2[CH:14]=[CH:15][C:16]([F:19])=[CH:17][CH:18]=2)[CH2:12][N:8]([C:6]([O:5][C:1]([CH3:4])([CH3:2])[CH3:3])=[O:7])[CH2:9]1)=[O:34], predict the reactants needed to synthesize it. The reactants are: [C:1]([O:5][C:6]([N:8]1[CH2:12][C@H:11]([C:13]2[CH:18]=[CH:17][C:16]([F:19])=[CH:15][CH:14]=2)[C@@H:10]([OH:20])[CH2:9]1)=[O:7])([CH3:4])([CH3:3])[CH3:2].C(N(CC)CC)C.[F:28][C:29]([F:44])([F:43])[C:30]1[CH:31]=[C:32]([CH:36]=[C:37]([C:39]([F:42])([F:41])[F:40])[CH:38]=1)[C:33](Cl)=[O:34]. (5) Given the product [CH3:20][O:19][C:16]1[CH:15]=[C:12]2[C:11]([CH:10]=[C:9]([C:4]3[CH:5]=[CH:6][CH:7]=[CH:8][C:3]=3[O:2][CH3:1])[N+:22]([O-:23])=[CH:13]2)=[CH:18][CH:17]=1, predict the reactants needed to synthesize it. The reactants are: [CH3:1][O:2][C:3]1[CH:8]=[CH:7][CH:6]=[CH:5][C:4]=1[C:9]#[C:10][C:11]1[CH:18]=[CH:17][C:16]([O:19][CH3:20])=[CH:15][C:12]=1[CH:13]=O.Cl.[NH2:22][OH:23].C([O-])(=O)C.[Na+].C(=O)([O-])[O-].[K+].[K+]. (6) Given the product [C:4]([O:3][C:1]([N:8]1[CH2:16][CH2:15][CH:11]([CH2:12][OH:13])[CH2:10][CH2:9]1)=[O:2])([CH3:7])([CH3:6])[CH3:5], predict the reactants needed to synthesize it. The reactants are: [C:1]([N:8]1[CH2:16][CH2:15][CH:11]([C:12](O)=[O:13])[CH2:10][CH2:9]1)([O:3][C:4]([CH3:7])([CH3:6])[CH3:5])=[O:2].O.C(OCC)(=O)C.Cl. (7) Given the product [Cl:1][C:2]1[CH:3]=[CH:4][C:5]([C@H:8]2[N:15]3[C:11]([S:12][C:13]([C:19]([N:21]4[C@H:28]([CH2:29][CH3:30])[CH2:27][CH2:26][C@H:22]4[C:23]([N:45]4[CH2:46][C@H:42]5[O:41][C:40]([CH3:48])([CH3:39])[O:47][C@H:43]5[CH2:44]4)=[O:24])=[O:20])=[C:14]3[CH:16]([CH3:18])[CH3:17])=[N:10][C@:9]2([C:32]2[CH:33]=[CH:34][C:35]([Cl:38])=[CH:36][CH:37]=2)[CH3:31])=[CH:6][CH:7]=1, predict the reactants needed to synthesize it. The reactants are: [Cl:1][C:2]1[CH:7]=[CH:6][C:5]([C@H:8]2[N:15]3[C:11]([S:12][C:13]([C:19]([N:21]4[C@H:28]([CH2:29][CH3:30])[CH2:27][CH2:26][C@H:22]4[C:23](O)=[O:24])=[O:20])=[C:14]3[CH:16]([CH3:18])[CH3:17])=[N:10][C@:9]2([C:32]2[CH:37]=[CH:36][C:35]([Cl:38])=[CH:34][CH:33]=2)[CH3:31])=[CH:4][CH:3]=1.[CH3:39][C:40]1([CH3:48])[O:47][C@H:43]2[CH2:44][NH:45][CH2:46][C@H:42]2[O:41]1.